From a dataset of Experimentally validated miRNA-target interactions with 360,000+ pairs, plus equal number of negative samples. Binary Classification. Given a miRNA mature sequence and a target amino acid sequence, predict their likelihood of interaction. The miRNA is hsa-miR-550a-3p with sequence UGUCUUACUCCCUCAGGCACAU. The protein sequence of the target gene is MATSTSTEAKSASWWNYFFLYDGSKVKEEGDPTRAGICYFYPSQTLLDQQELLCGQIAGVVRCVSDISDSPPTLVRLRKLKFAIKVDGDYLWVLGCAVELPDVSCKRFLDQLVGFFNFYNGPVSLAYENCSQEELSTEWDTFIEQILKNTSDLHKIFNSLWNLDQTKVEPLLLLKAARILQTCQRSPHILAGCILYKGLIVSTQLPPSLTAKVLLHRTAPQEQRLPTGEDAPQEHGAALPPNVQIIPVFVTKEEAISLHEFPVEQMTRSLASPAGLQDGSAQHHPKGGSTSALKENATGH.... Result: 1 (interaction).